From a dataset of Full USPTO retrosynthesis dataset with 1.9M reactions from patents (1976-2016). Predict the reactants needed to synthesize the given product. Given the product [Cl:1][C:2]1[C:3]([F:22])=[C:4]([C:14]2[N:15]=[CH:16][N:17]=[C:18]([OH:20])[CH:19]=2)[C:5]([N:8]2[CH:12]=[C:11]([Cl:13])[N:10]=[N:9]2)=[CH:6][CH:7]=1, predict the reactants needed to synthesize it. The reactants are: [Cl:1][C:2]1[C:3]([F:22])=[C:4]([C:14]2[CH:19]=[C:18]([O:20]C)[N:17]=[CH:16][N:15]=2)[C:5]([N:8]2[CH:12]=[C:11]([Cl:13])[N:10]=[N:9]2)=[CH:6][CH:7]=1.Br.